This data is from Full USPTO retrosynthesis dataset with 1.9M reactions from patents (1976-2016). The task is: Predict the reactants needed to synthesize the given product. (1) Given the product [Cl:1][C:2]1[CH:14]=[CH:13][C:12]([C:28]2[C:27]([C:26]([O:25][CH3:24])=[O:34])=[CH:32][CH:31]=[CH:30][CH:29]=2)=[CH:11][C:3]=1[C:4]([O:6][C:7]([CH3:8])([CH3:9])[CH3:10])=[O:5], predict the reactants needed to synthesize it. The reactants are: [Cl:1][C:2]1[CH:14]=[CH:13][C:12](B2OC(C)(C)C(C)(C)O2)=[CH:11][C:3]=1[C:4]([O:6][C:7]([CH3:10])([CH3:9])[CH3:8])=[O:5].[CH3:24][O:25][C:26](=[O:34])[C:27]1[CH:32]=[CH:31][CH:30]=[CH:29][C:28]=1Br.C(=O)([O-])[O-].[K+].[K+].O1CCCC1. (2) Given the product [CH:15]1([CH2:14][CH:13]([O:21][C:22]2[CH:23]=[CH:24][C:25]([O:28][CH3:29])=[CH:26][CH:27]=2)[C:12]([NH:11][C:8]2[S:9][CH:10]=[C:6]([CH2:5][C:4]([OH:31])=[O:3])[N:7]=2)=[O:30])[CH2:20][CH2:19][CH2:18][CH2:17][CH2:16]1, predict the reactants needed to synthesize it. The reactants are: C([O:3][C:4](=[O:31])[CH2:5][C:6]1[N:7]=[C:8]([NH:11][C:12](=[O:30])[CH:13]([O:21][C:22]2[CH:27]=[CH:26][C:25]([O:28][CH3:29])=[CH:24][CH:23]=2)[CH2:14][CH:15]2[CH2:20][CH2:19][CH2:18][CH2:17][CH2:16]2)[S:9][CH:10]=1)C.[OH-].[Na+]. (3) Given the product [OH:10][C:3]1[CH:4]=[CH:5][C:6]([O:8][CH3:9])=[CH:7][C:2]=1[NH:1][C:14](=[O:15])[C:13]1[CH:17]=[C:18]([N+:21]([O-:23])=[O:22])[CH:19]=[CH:20][C:12]=1[F:11], predict the reactants needed to synthesize it. The reactants are: [NH2:1][C:2]1[CH:7]=[C:6]([O:8][CH3:9])[CH:5]=[CH:4][C:3]=1[OH:10].[F:11][C:12]1[CH:20]=[CH:19][C:18]([N+:21]([O-:23])=[O:22])=[CH:17][C:13]=1[C:14](Cl)=[O:15]. (4) Given the product [CH3:14][O:13][C:11]1[CH:12]=[C:7]2[C:8]([CH:18]=[CH:19][C:25]3([O:6]2)[CH2:26][CH2:27][N:22]([CH3:21])[CH2:23][CH2:24]3)=[CH:9][C:10]=1[N+:15]([O-:17])=[O:16], predict the reactants needed to synthesize it. The reactants are: N1CCCC1.[OH:6][C:7]1[CH:12]=[C:11]([O:13][CH3:14])[C:10]([N+:15]([O-:17])=[O:16])=[CH:9][C:8]=1[C:18](=O)[CH3:19].[CH3:21][N:22]1[CH2:27][CH2:26][C:25](=O)[CH2:24][CH2:23]1.